This data is from Reaction yield outcomes from USPTO patents with 853,638 reactions. The task is: Predict the reaction yield, written as a fraction of the theoretical maximum amount of product (1.0 means a 100% yield; for example, 0.34 means a 34% yield). (1) The reactants are [CH2:1]([C@@:3]1([C:16]([N:18]2[CH2:23][CH2:22][N:21]([C:24]3[CH:29]=[C:28]([C:30]([F:33])([F:32])[F:31])[CH:27]=[CH:26][N:25]=3)[CH2:20][CH2:19]2)=[O:17])[CH2:7][CH2:6][C@H:5]([NH:8]C(=O)OC(C)(C)C)[CH2:4]1)[CH3:2].[ClH:34]. The catalyst is O1CCOCC1. The product is [ClH:34].[ClH:34].[CH2:1]([C@@:3]1([C:16]([N:18]2[CH2:23][CH2:22][N:21]([C:24]3[CH:29]=[C:28]([C:30]([F:33])([F:32])[F:31])[CH:27]=[CH:26][N:25]=3)[CH2:20][CH2:19]2)=[O:17])[CH2:7][CH2:6][C@H:5]([NH2:8])[CH2:4]1)[CH3:2]. The yield is 0.960. (2) The reactants are [F:1][CH:2]([F:38])[O:3][C:4]1[CH:9]=[CH:8][C:7]([NH:10][C:11]2[N:15]=[C:14](/[CH:16]=[CH:17]/[C:18]3[CH:19]=[C:20]4[C:25](=[CH:26][CH:27]=3)[N:24]([CH2:28][O:29][CH2:30][CH2:31][Si:32]([CH3:35])([CH3:34])[CH3:33])[C:23](=[O:36])[CH:22]=[CH:21]4)[O:13][N:12]=2)=[CH:6][C:5]=1[CH3:37].[N+](=[CH2:41])=[N-]. The catalyst is C(OCC)C.C([O-])(=O)C.[Pd+2].C([O-])(=O)C. The product is [F:38][CH:2]([F:1])[O:3][C:4]1[CH:9]=[CH:8][C:7]([NH:10][C:11]2[N:15]=[C:14]([C@@H:16]3[CH2:41][C@H:17]3[C:18]3[CH:19]=[C:20]4[C:25](=[CH:26][CH:27]=3)[N:24]([CH2:28][O:29][CH2:30][CH2:31][Si:32]([CH3:35])([CH3:34])[CH3:33])[C:23](=[O:36])[CH:22]=[CH:21]4)[O:13][N:12]=2)=[CH:6][C:5]=1[CH3:37]. The yield is 0.670. (3) The reactants are [F:1][C:2]1[CH:7]=[CH:6][C:5]([C@@H:8]([CH3:20])[C:9](N2[C@H](C(C)C)COC2=O)=[O:10])=[CH:4][CH:3]=1.[OH:21]O.[Li+].[OH-]. The catalyst is C1COCC1.O. The product is [F:1][C:2]1[CH:3]=[CH:4][C:5]([C@@H:8]([CH3:20])[C:9]([OH:10])=[O:21])=[CH:6][CH:7]=1. The yield is 0.920.